From a dataset of Peptide-MHC class II binding affinity with 134,281 pairs from IEDB. Regression. Given a peptide amino acid sequence and an MHC pseudo amino acid sequence, predict their binding affinity value. This is MHC class II binding data. The peptide sequence is DVSGVQAPVGAITTI. The MHC is DRB1_0101 with pseudo-sequence DRB1_0101. The binding affinity (normalized) is 0.201.